Task: Regression. Given a peptide amino acid sequence and an MHC pseudo amino acid sequence, predict their binding affinity value. This is MHC class I binding data.. Dataset: Peptide-MHC class I binding affinity with 185,985 pairs from IEDB/IMGT (1) The MHC is HLA-A29:02 with pseudo-sequence HLA-A29:02. The binding affinity (normalized) is 0.0847. The peptide sequence is PLFKRGWRL. (2) The peptide sequence is RRDYRRGL. The MHC is Mamu-B08 with pseudo-sequence Mamu-B08. The binding affinity (normalized) is 0.511. (3) The peptide sequence is AVTLNRIKI. The MHC is HLA-A68:02 with pseudo-sequence HLA-A68:02. The binding affinity (normalized) is 0.214.